Dataset: M1 muscarinic receptor agonist screen with 61,833 compounds. Task: Binary Classification. Given a drug SMILES string, predict its activity (active/inactive) in a high-throughput screening assay against a specified biological target. (1) The compound is O(c1n(c2c(n(c(=O)n(c2=O)C)C)n1)Cc1ccc(cc1)C)c1cc(ccc1)C(OC)=O. The result is 0 (inactive). (2) The drug is s1c(NC(=O)c2c(=O)n3c(nc2)cccc3)nc(c1)C. The result is 0 (inactive). (3) The drug is n1(CCCCC)ccc(=N)cc1. The result is 0 (inactive). (4) The drug is s1c(nn2c1nnc2C(F)(F)F)c1c(OC)cccc1. The result is 0 (inactive). (5) The drug is O=C(Nc1ccc(OC)cc1)c1[nH]c(c(c1CC)C(=O)C)C. The result is 0 (inactive). (6) The molecule is S(=O)(=O)(N1CCC(CC1)C(=O)NCCc1ccc(cc1)C)N1CCCC1. The result is 0 (inactive). (7) The drug is S1C(CC(OC)=O)C(=O)NCC1. The result is 0 (inactive). (8) The molecule is S(=O)(=O)(Nc1c(C(=O)Nc2c(OC)cccc2)cccc1)C. The result is 0 (inactive). (9) The drug is O=C1C2=C(Nc3c(N(C2c2occc2)C(=O)C)cccc3)CC(C1)c1ccc(OC)cc1. The result is 0 (inactive). (10) The molecule is S(=O)(=O)(N(CC(=O)NC1CCCCC1)c1ccc(OCC)cc1)c1c(onc1C)C. The result is 0 (inactive).